This data is from Full USPTO retrosynthesis dataset with 1.9M reactions from patents (1976-2016). The task is: Predict the reactants needed to synthesize the given product. The reactants are: [N+:1]([C:4]1[CH:5]=[C:6]([S:10](Cl)(=[O:12])=[O:11])[CH:7]=[CH:8][CH:9]=1)([O-:3])=[O:2].[NH2:14][C:15]1[CH:16]=[C:17]([CH:27]=[CH:28][C:29]=1[O:30][CH3:31])[C:18]([NH:20][C:21]1[CH:26]=[CH:25][CH:24]=[CH:23][CH:22]=1)=[O:19]. Given the product [N+:1]([C:4]1[CH:5]=[C:6]([S:10]([NH:14][C:15]2[CH:16]=[C:17]([CH:27]=[CH:28][C:29]=2[O:30][CH3:31])[C:18]([NH:20][C:21]2[CH:26]=[CH:25][CH:24]=[CH:23][CH:22]=2)=[O:19])(=[O:12])=[O:11])[CH:7]=[CH:8][CH:9]=1)([O-:3])=[O:2], predict the reactants needed to synthesize it.